From a dataset of Forward reaction prediction with 1.9M reactions from USPTO patents (1976-2016). Predict the product of the given reaction. (1) Given the reactants FC(F)(F)[C:3]([N:5]([C@H:7]1[CH2:16][CH2:15][C:14]2[C:9](=[C:10]([O:29][CH3:30])[CH:11]=[CH:12][C:13]=2[S:17]([N:20]2[C:24]3=[N:25][CH:26]=[CH:27][CH:28]=[C:23]3[CH:22]=[CH:21]2)(=[O:19])=[O:18])[CH2:8]1)C)=O.N, predict the reaction product. The product is: [CH3:30][O:29][C:10]1[CH:11]=[CH:12][C:13]([S:17]([N:20]2[C:24]3=[N:25][CH:26]=[CH:27][CH:28]=[C:23]3[CH:22]=[CH:21]2)(=[O:18])=[O:19])=[C:14]2[C:9]=1[CH2:8][C@@H:7]([NH:5][CH3:3])[CH2:16][CH2:15]2. (2) Given the reactants [CH:1]1([N:7]2[CH2:11][CH2:10][CH:9]([CH2:12][C:13]3[CH:22]=[CH:21][C:20]4[C:15](=[CH:16][CH:17]=[C:18]([OH:23])[CH:19]=4)[CH:14]=3)[C:8]2=[O:24])[CH2:6][CH2:5][CH2:4][CH2:3][CH2:2]1.C([O-])([O-])=O.[K+].[K+].C([O-])([O-])=O.[Cs+].[Cs+].Cl.[Cl:38][CH2:39][CH2:40][N:41]([CH3:43])[CH3:42].Cl.CCOCC, predict the reaction product. The product is: [ClH:38].[CH:1]1([N:7]2[CH2:11][CH2:10][CH:9]([CH2:12][C:13]3[CH:22]=[CH:21][C:20]4[C:15](=[CH:16][CH:17]=[C:18]([O:23][CH2:39][CH2:40][N:41]([CH3:43])[CH3:42])[CH:19]=4)[CH:14]=3)[C:8]2=[O:24])[CH2:2][CH2:3][CH2:4][CH2:5][CH2:6]1. (3) Given the reactants [H-].[Na+].[NH2:3][C:4]1[N:9]=[CH:8][N:7]=[C:6]2[NH:10][N:11]=[C:12]([I:13])[C:5]=12.Cl[C:15]1[C:20]([C:21]#[N:22])=[CH:19][CH:18]=[CH:17][N:16]=1, predict the reaction product. The product is: [NH2:3][C:4]1[N:9]=[CH:8][N:7]=[C:6]2[N:10]([C:15]3[C:20]([C:21]#[N:22])=[CH:19][CH:18]=[CH:17][N:16]=3)[N:11]=[C:12]([I:13])[C:5]=12.